This data is from Full USPTO retrosynthesis dataset with 1.9M reactions from patents (1976-2016). The task is: Predict the reactants needed to synthesize the given product. Given the product [CH2:8]([NH:12][C:13]1[N:3]2[CH:4]=[CH:5][CH:6]=[N:7][C:2]2=[N:1][C:14]=1[C:15]1[CH:22]=[CH:21][CH:20]=[CH:19][C:16]=1[CH3:17])[CH2:9][CH2:10][CH3:11], predict the reactants needed to synthesize it. The reactants are: [NH2:1][C:2]1[N:7]=[CH:6][CH:5]=[CH:4][N:3]=1.[CH2:8]([N+:12]#[C-:13])[CH2:9][CH2:10][CH3:11].[CH3:14][C:15]1[CH:22]=[CH:21][CH:20]=[CH:19][C:16]=1[CH:17]=O.